From a dataset of Catalyst prediction with 721,799 reactions and 888 catalyst types from USPTO. Predict which catalyst facilitates the given reaction. (1) Reactant: [CH2:1]([S:3]([N:6]1[CH2:11][CH2:10][CH:9]([C:12]2[C:20]3[C:15](=[C:16]([C:29]([NH2:31])=[O:30])[CH:17]=[C:18]([C:21]4[CH:26]=[CH:25][CH:24]=[C:23]([CH:27]=O)[CH:22]=4)[CH:19]=3)[NH:14][CH:13]=2)[CH2:8][CH2:7]1)(=[O:5])=[O:4])[CH3:2].[NH:32]1[CH2:37][CH2:36][CH2:35][CH2:34][CH2:33]1.[BH-](OC(C)=O)(OC(C)=O)OC(C)=O.[Na+]. Product: [CH2:1]([S:3]([N:6]1[CH2:7][CH2:8][CH:9]([C:12]2[C:20]3[C:15](=[C:16]([C:29]([NH2:31])=[O:30])[CH:17]=[C:18]([C:21]4[CH:26]=[CH:25][CH:24]=[C:23]([CH2:27][N:32]5[CH2:37][CH2:36][CH2:35][CH2:34][CH2:33]5)[CH:22]=4)[CH:19]=3)[NH:14][CH:13]=2)[CH2:10][CH2:11]1)(=[O:4])=[O:5])[CH3:2]. The catalyst class is: 2. (2) Reactant: [CH3:1][O:2][C:3]([C@H:5]1[C@H:9]([NH:10][C:11]([O:13][C:14]([CH3:17])([CH3:16])[CH3:15])=[O:12])[CH2:8][N:7](CC2C=CC=CC=2)[CH2:6]1)=[O:4]. Product: [CH3:1][O:2][C:3]([C@H:5]1[C@H:9]([NH:10][C:11]([O:13][C:14]([CH3:17])([CH3:16])[CH3:15])=[O:12])[CH2:8][NH:7][CH2:6]1)=[O:4]. The catalyst class is: 19. (3) Reactant: [CH3:1][C:2]([CH3:16])([CH3:15])[C:3]#[C:4][C:5]1[S:9][C:8]([C:10]([O:12][CH3:13])=[O:11])=[C:7](I)[CH:6]=1.[NH2:17][CH:18]([CH2:22][O:23][CH3:24])[C:19]([OH:21])=[O:20].C([O-])([O-])=O.[K+].[K+].N1CCC[C@H]1C(O)=O. Product: [CH3:1][C:2]([CH3:16])([CH3:15])[C:3]#[C:4][C:5]1[S:9][C:8]([C:10]([O:12][CH3:13])=[O:11])=[C:7]([NH:17][CH:18]([CH2:22][O:23][CH3:24])[C:19]([OH:21])=[O:20])[CH:6]=1. The catalyst class is: 156. (4) Reactant: CO[C:3]([C:5]1[CH:6]=[C:7]([F:17])[C:8]([F:16])=[C:9]2[C:14]=1[NH:13][CH:12]([CH3:15])[CH2:11][CH2:10]2)=[O:4].ClS([N:22]=[C:23]=[O:24])(=O)=O.C([O-])(=O)C.[Na+].CC(C)([O-])C.[Na+]. Product: [F:16][C:8]1[C:9]2[CH2:10][CH2:11][CH:12]([CH3:15])[N:13]3[C:14]=2[C:5]([C:3](=[O:4])[NH:22][C:23]3=[O:24])=[CH:6][C:7]=1[F:17]. The catalyst class is: 4. (5) Reactant: CC1C=CC(S(O[CH:12]2[CH2:16][O:15][CH:14]3[CH:17]([OH:20])[CH2:18][O:19][CH:13]23)(=O)=O)=CC=1.[O:21]=[C:22]1[C:30]2[C:25](=[CH:26][CH:27]=[CH:28][CH:29]=2)[C:24](=[O:31])[N:23]1[K].O. Product: [OH:20][CH:17]1[CH:14]2[O:15][CH2:16][CH:12]([N:23]3[C:24](=[O:31])[C:25]4[C:30](=[CH:29][CH:28]=[CH:27][CH:26]=4)[C:22]3=[O:21])[CH:13]2[O:19][CH2:18]1. The catalyst class is: 16. (6) Reactant: [CH3:1][NH:2][C:3]([C:5]1[CH:10]=[C:9]([O:11][C:12]2[CH:17]=[CH:16][C:15]([NH2:18])=[C:14]([F:19])[CH:13]=2)[CH:8]=[CH:7][N:6]=1)=[O:4].[Cl:20][C:21]1[CH:26]=[CH:25][C:24]([N:27]=[C:28]=[O:29])=[CH:23][C:22]=1[C:30]([F:33])([F:32])[F:31]. Product: [CH3:1][NH:2][C:3]([C:5]1[CH:10]=[C:9]([O:11][C:12]2[CH:17]=[CH:16][C:15]([NH:18][C:28]([NH:27][C:24]3[CH:25]=[CH:26][C:21]([Cl:20])=[C:22]([C:30]([F:32])([F:31])[F:33])[CH:23]=3)=[O:29])=[C:14]([F:19])[CH:13]=2)[CH:8]=[CH:7][N:6]=1)=[O:4]. The catalyst class is: 11. (7) Reactant: [CH2:1]([CH:3]([N:6]1[C:10]2[N:11]=[C:12]([N:16]([CH2:26][CH3:27])[C:17]3[C:22]([CH3:23])=[CH:21][C:20]([CH3:24])=[CH:19][C:18]=3[CH3:25])[N:13]=[C:14]([CH3:15])[C:9]=2[C:8](=[O:28])[C:7]1=[O:29])[CH2:4][CH3:5])[CH3:2].[CH2:30]([Mg]Br)[CH3:31].[Cl-].[NH4+]. Product: [CH2:30]([C:8]1([OH:28])[C:9]2[C:14]([CH3:15])=[N:13][C:12]([N:16]([CH2:26][CH3:27])[C:17]3[C:22]([CH3:23])=[CH:21][C:20]([CH3:24])=[CH:19][C:18]=3[CH3:25])=[N:11][C:10]=2[N:6]([CH:3]([CH2:4][CH3:5])[CH2:1][CH3:2])[C:7]1=[O:29])[CH3:31]. The catalyst class is: 7. (8) Reactant: C([O:3][C:4](=[O:35])[CH2:5][C:6]1[CH:15]=[C:14]([C:16](=[O:33])[C:17]2[CH:22]=[CH:21][C:20]([S:23]([N:26]3[CH2:31][CH2:30][N:29]([CH3:32])[CH2:28][CH2:27]3)(=[O:25])=[O:24])=[CH:19][CH:18]=2)[C:13]2[C:8](=[CH:9][CH:10]=[C:11]([F:34])[CH:12]=2)[CH:7]=1)C.O.[OH-].[Li+]. Product: [F:34][C:11]1[CH:12]=[C:13]2[C:8](=[CH:9][CH:10]=1)[CH:7]=[C:6]([CH2:5][C:4]([OH:35])=[O:3])[CH:15]=[C:14]2[C:16](=[O:33])[C:17]1[CH:18]=[CH:19][C:20]([S:23]([N:26]2[CH2:27][CH2:28][N:29]([CH3:32])[CH2:30][CH2:31]2)(=[O:25])=[O:24])=[CH:21][CH:22]=1. The catalyst class is: 30. (9) Reactant: [CH3:1][N:2]([CH3:20])[CH2:3][C:4]([N:6]1[CH2:11][CH2:10][CH:9]([NH:12][C:13](=O)OC(C)(C)C)[CH2:8][CH2:7]1)=O.[H-].[Al+3].[Li+].[H-].[H-].[H-].O.[OH-].[Na+]. Product: [CH3:1][N:2]([CH3:20])[CH2:3][CH2:4][N:6]1[CH2:7][CH2:8][CH:9]([NH:12][CH3:13])[CH2:10][CH2:11]1. The catalyst class is: 7.